From a dataset of CYP2D6 inhibition data for predicting drug metabolism from PubChem BioAssay. Regression/Classification. Given a drug SMILES string, predict its absorption, distribution, metabolism, or excretion properties. Task type varies by dataset: regression for continuous measurements (e.g., permeability, clearance, half-life) or binary classification for categorical outcomes (e.g., BBB penetration, CYP inhibition). Dataset: cyp2d6_veith. (1) The result is 0 (non-inhibitor). The molecule is COc1ccc(OC)c2c(=S)c3ccccc3[nH]c12. (2) The drug is COc1ccc(Cl)cc1C(=O)NNC(=S)NC(=O)c1cc(-c2ccc(Cl)cc2)nc2ccccc12. The result is 0 (non-inhibitor). (3) The compound is Cc1ccc(C[N+](C)(C)C)o1. The result is 0 (non-inhibitor). (4) The compound is Cc1ccc(N(C(=O)C(F)(F)F)C(C(=O)NC2CCCCC2)c2cccs2)cc1C. The result is 0 (non-inhibitor). (5) The compound is Cc1snc(SCC(=O)N/N=C(\N)COc2cccc(C(F)(F)F)c2)c1C#N. The result is 0 (non-inhibitor). (6) The molecule is CNC(=O)c1cc2c(cn1)[nH]c1ccccc12. The result is 0 (non-inhibitor). (7) The compound is CN(C)c1cc(=O)n2c(n1)SCCC2. The result is 0 (non-inhibitor). (8) The compound is Cc1cc(=O)[nH]c2cc3oc4ccccc4c3cc12. The result is 0 (non-inhibitor). (9) The drug is Cc1cnc(NC(=O)CSc2ccc(Cl)cc2)s1. The result is 1 (inhibitor).